This data is from Peptide-MHC class II binding affinity with 134,281 pairs from IEDB. The task is: Regression. Given a peptide amino acid sequence and an MHC pseudo amino acid sequence, predict their binding affinity value. This is MHC class II binding data. (1) The peptide sequence is KLCLMKAQPTSWPLQ. The MHC is DRB1_1501 with pseudo-sequence DRB1_1501. The binding affinity (normalized) is 0.657. (2) The peptide sequence is ENGSMRVFVDVIRALD. The MHC is DRB5_0101 with pseudo-sequence DRB5_0101. The binding affinity (normalized) is 0.392. (3) The peptide sequence is TVPRTKYTATISGLK. The MHC is DRB1_0405 with pseudo-sequence DRB1_0405. The binding affinity (normalized) is 0.393. (4) The peptide sequence is TLYLQMNSLRAEDTA. The MHC is DRB1_0405 with pseudo-sequence DRB1_0405. The binding affinity (normalized) is 1.00. (5) The peptide sequence is FDREFTFGWDELLSK. The MHC is DRB1_1101 with pseudo-sequence DRB1_1101. The binding affinity (normalized) is 0.386. (6) The peptide sequence is HVQDCDESVLTRLEA. The MHC is HLA-DQA10201-DQB10402 with pseudo-sequence HLA-DQA10201-DQB10402. The binding affinity (normalized) is 0.182. (7) The peptide sequence is LNKMRAVWVDGKART. The MHC is HLA-DPA10103-DPB10301 with pseudo-sequence HLA-DPA10103-DPB10301. The binding affinity (normalized) is 0.165.